Dataset: CYP1A2 inhibition data for predicting drug metabolism from PubChem BioAssay. Task: Regression/Classification. Given a drug SMILES string, predict its absorption, distribution, metabolism, or excretion properties. Task type varies by dataset: regression for continuous measurements (e.g., permeability, clearance, half-life) or binary classification for categorical outcomes (e.g., BBB penetration, CYP inhibition). Dataset: cyp1a2_veith. (1) The compound is COc1ccccc1CNc1ccnc(-c2ccoc2)n1. The result is 1 (inhibitor). (2) The drug is N[C@@H](C(=O)O)c1cc(O)ccc1Cl. The result is 1 (inhibitor). (3) The molecule is CN1CCN(C(=O)C(C(=O)c2ccc(F)cc2)n2ccccc2=O)CC1. The result is 0 (non-inhibitor). (4) The compound is COc1ccc(Nc2nc(N3CCCCC3)c3ccccc3n2)cc1. The result is 1 (inhibitor). (5) The molecule is O=C(c1cc(C(F)(F)F)cc(C(F)(F)F)c1)N1CCC[C@@]2(CCN(c3ccncc3)C2)C1. The result is 0 (non-inhibitor).